This data is from Forward reaction prediction with 1.9M reactions from USPTO patents (1976-2016). The task is: Predict the product of the given reaction. (1) The product is: [Cl:39][C:37]1[S:36][C:34]2[NH:35][C:31]([C:29]([NH:28][CH:20]3[CH2:21][C:22]4[C:27](=[CH:26][CH:25]=[CH:24][CH:23]=4)[N:18]([CH2:17][CH2:14][OH:15])[C:19]3=[O:40])=[O:30])=[CH:32][C:33]=2[CH:38]=1. Given the reactants C(N(CC)CC)C.ClC(OCC)=O.[C:14]([CH2:17][N:18]1[C:27]2[C:22](=[CH:23][CH:24]=[CH:25][CH:26]=2)[CH2:21][CH:20]([NH:28][C:29]([C:31]2[NH:35][C:34]3[S:36][C:37]([Cl:39])=[CH:38][C:33]=3[CH:32]=2)=[O:30])[C:19]1=[O:40])(O)=[O:15].[Li+].[BH4-], predict the reaction product. (2) Given the reactants [CH:1]([CH:4]1[CH2:12][C:11]2[C:6](=[C:7](Cl)[CH:8]=[CH:9][CH:10]=2)[C:5]1=[O:14])([CH3:3])[CH3:2].[C:15]([C:19]1[CH:24]=[CH:23][C:22](B(O)O)=[CH:21][CH:20]=1)([CH3:18])([CH3:17])[CH3:16].C(=O)([O-])[O-].[Na+].[Na+].C(O)CO, predict the reaction product. The product is: [CH:1]([CH:4]1[CH2:12][C:11]2[C:6](=[C:7]([C:22]3[CH:23]=[CH:24][C:19]([C:15]([CH3:18])([CH3:17])[CH3:16])=[CH:20][CH:21]=3)[CH:8]=[CH:9][CH:10]=2)[C:5]1=[O:14])([CH3:3])[CH3:2].